This data is from Reaction yield outcomes from USPTO patents with 853,638 reactions. The task is: Predict the reaction yield, written as a fraction of the theoretical maximum amount of product (1.0 means a 100% yield; for example, 0.34 means a 34% yield). (1) The yield is 0.150. The reactants are Br[C:2]1[CH:3]=[C:4]([CH2:8][CH2:9][OH:10])[CH:5]=[CH:6][CH:7]=1.[NH:11]1[CH2:15][CH2:14][CH2:13][C:12]1=[O:16]. No catalyst specified. The product is [OH:10][CH2:9][CH2:8][C:4]1[CH:3]=[C:2]([N:11]2[CH2:15][CH2:14][CH2:13][C:12]2=[O:16])[CH:7]=[CH:6][CH:5]=1. (2) The reactants are [F:1][C:2]([F:29])([F:28])[C:3]1[CH:27]=[CH:26][CH:25]=[CH:24][C:4]=1[C:5]([N:7]1[CH2:11][C:10]2[CH2:12][N:13]([C:15]3[CH:23]=[CH:22][C:18]([C:19](O)=[O:20])=[CH:17][N:16]=3)[CH2:14][C:9]=2[CH2:8]1)=[O:6].Cl.[S:31]1[C:35]([CH2:36][NH2:37])=[CH:34][N:33]=[CH:32]1. No catalyst specified. The product is [S:31]1[C:35]([CH2:36][NH:37][C:19](=[O:20])[C:18]2[CH:22]=[CH:23][C:15]([N:13]3[CH2:12][C:10]4[CH2:11][N:7]([C:5](=[O:6])[C:4]5[CH:24]=[CH:25][CH:26]=[CH:27][C:3]=5[C:2]([F:28])([F:1])[F:29])[CH2:8][C:9]=4[CH2:14]3)=[N:16][CH:17]=2)=[CH:34][N:33]=[CH:32]1. The yield is 0.580. (3) The reactants are [C:1]([C:3]1[C:4]([NH2:10])=[N:5][C:6]([NH2:9])=[CH:7][CH:8]=1)#[CH:2].[CH3:11][C:12]1[N:17]=[C:16]([O:18][CH2:19][C:20]2[CH:25]=[CH:24][C:23]([CH2:26][C:27](Cl)=[N:28][OH:29])=[CH:22][CH:21]=2)[CH:15]=[CH:14][CH:13]=1.C(N(CC)CC)C.O. The catalyst is O1CCCC1.C(OCC)(=O)C. The product is [CH3:11][C:12]1[N:17]=[C:16]([O:18][CH2:19][C:20]2[CH:25]=[CH:24][C:23]([CH2:26][C:27]3[CH:2]=[C:1]([C:3]4[C:4]([NH2:10])=[N:5][C:6]([NH2:9])=[CH:7][CH:8]=4)[O:29][N:28]=3)=[CH:22][CH:21]=2)[CH:15]=[CH:14][CH:13]=1. The yield is 0.730. (4) The reactants are [N:1]1([CH2:7][CH2:8][NH2:9])[CH2:6][CH2:5][O:4][CH2:3][CH2:2]1.Cl[C:11]1[N:12]=[N+:13]([O-:23])[C:14]2[CH:20]=[CH:19][C:18]([O:21][CH3:22])=[CH:17][C:15]=2[N:16]=1. The catalyst is COCCOC. The product is [CH3:22][O:21][C:18]1[CH:19]=[CH:20][C:14]2[N+:13]([O-:23])=[N:12][C:11]([NH:9][CH2:8][CH2:7][N:1]3[CH2:6][CH2:5][O:4][CH2:3][CH2:2]3)=[N:16][C:15]=2[CH:17]=1. The yield is 0.600. (5) The reactants are [NH2:1][C:2]1[C:3]([C:9]2([OH:15])[CH2:14][CH2:13][CH2:12][CH2:11][CH2:10]2)=[CH:4][C:5](Cl)=[N:6][CH:7]=1. The catalyst is CCO.[Pd]. The product is [NH2:1][C:2]1[CH:7]=[N:6][CH:5]=[CH:4][C:3]=1[C:9]1([OH:15])[CH2:14][CH2:13][CH2:12][CH2:11][CH2:10]1. The yield is 1.00. (6) The product is [CH3:1][O:2][C:3]1[CH:4]=[C:5]([C:53]([N:31]([CH3:30])[CH2:32][CH2:33][C:34]([OH:36])=[O:35])=[O:52])[CH:9]=[CH:10][C:11]=1[NH:12][CH:13]([C:18]1[CH:22]=[C:21]([C:23]2[CH:24]=[CH:25][CH:26]=[CH:27][CH:28]=2)[O:20][C:19]=1[CH3:29])[CH2:14][CH:15]([CH3:16])[CH3:17]. The yield is 0.950. The reactants are [CH3:1][O:2][C:3]1[CH:4]=[C:5]([CH:9]=[CH:10][C:11]=1[NH:12][CH:13]([C:18]1[CH:22]=[C:21]([C:23]2[CH:28]=[CH:27][CH:26]=[CH:25][CH:24]=2)[O:20][C:19]=1[CH3:29])[CH2:14][CH:15]([CH3:17])[CH3:16])C(O)=O.[CH3:30][NH:31][CH2:32][CH2:33][C:34]([O:36]CC)=[O:35].Cl.C(N=C=NCCCN(C)C)C.O.[OH:52][C:53]1C2N=NNC=2C=CC=1. The catalyst is CN(C)C=O.C(OCC)(=O)C.C(N(CC)CC)C. (7) The yield is 0.189. The catalyst is O1CCOCC1.CN1CCCC1=O. The product is [C:27]([C:26]1[CH:25]=[CH:24][C:23]([NH:22][C:9]2[N:10]=[C:11]([CH2:13][C:14]3[C:19]([Cl:20])=[CH:18][CH:17]=[CH:16][C:15]=3[Cl:21])[N:12]=[C:7]([NH:6][CH2:32][CH2:33][CH2:34][NH:35][C:36]([NH2:5])=[O:37])[N:8]=2)=[CH:30][CH:29]=1)#[N:28]. The reactants are [H-].[Na+].C(#[N:5])C.[NH2:6][C:7]1[N:12]=[C:11]([CH2:13][C:14]2[C:19]([Cl:20])=[CH:18][CH:17]=[CH:16][C:15]=2[Cl:21])[N:10]=[C:9]([NH:22][C:23]2[CH:30]=[CH:29][C:26]([C:27]#[N:28])=[CH:25][CH:24]=2)[N:8]=1.Cl[CH2:32][CH2:33][CH2:34][N:35]=[C:36]=[O:37].